The task is: Predict the product of the given reaction.. This data is from Forward reaction prediction with 1.9M reactions from USPTO patents (1976-2016). (1) Given the reactants [C:1]([O:5][C:6]([N:8]1[C:16]2[C:11](=[CH:12][C:13]([CH2:17][NH:18][CH2:19][CH2:20][NH:21][C:22]([O:24][C:25]([CH3:28])([CH3:27])[CH3:26])=[O:23])=[CH:14][CH:15]=2)[CH:10]=[C:9]1[C:29]1[C:30](=[O:39])[NH:31][C:32]2[C:37]([CH:38]=1)=[CH:36][CH:35]=[CH:34][CH:33]=2)=[O:7])([CH3:4])([CH3:3])[CH3:2].[S:40](Cl)(Cl)(=[O:42])=[O:41].[CH:45](N(C(C)C)CC)(C)[CH3:46], predict the reaction product. The product is: [C:25]([O:24][C:22]([NH:21][CH2:20][CH2:19][N:18]([CH2:17][C:13]1[CH:12]=[C:11]2[C:16](=[CH:15][CH:14]=1)[N:8]([C:6]([O:5][C:1]([CH3:2])([CH3:3])[CH3:4])=[O:7])[C:9]([C:29]1[C:30](=[O:39])[NH:31][C:32]3[C:37]([CH:38]=1)=[CH:36][CH:35]=[CH:34][CH:33]=3)=[CH:10]2)[S:40]([CH:45]=[CH2:46])(=[O:42])=[O:41])=[O:23])([CH3:28])([CH3:27])[CH3:26]. (2) Given the reactants [CH3:1][O:2][C:3](=[O:22])[C@H:4]([C@@H:19]([CH3:21])[OH:20])[NH:5][C:6](=O)[C:7]1[CH:12]=[CH:11][C:10]([N+:13]([O-:15])=[O:14])=[C:9]([O:16][CH3:17])[CH:8]=1.CC[N+](S(N=C(OC)[O-])(=O)=O)(CC)CC, predict the reaction product. The product is: [CH3:17][O:16][C:9]1[CH:8]=[C:7]([C:6]2[O:20][CH:19]([CH3:21])[CH:4]([C:3]([O:2][CH3:1])=[O:22])[N:5]=2)[CH:12]=[CH:11][C:10]=1[N+:13]([O-:15])=[O:14]. (3) Given the reactants [NH2:1][C:2]1[C:7]([F:8])=[C:6]([Cl:9])[N:5]=[C:4]([C:10]([O:12][CH3:13])=[O:11])[CH:3]=1.[Br:14]N1C(C)(C)C(=O)N(Br)C1=O.OS([O-])=O.[Na+].CCOC(C)=O, predict the reaction product. The product is: [NH2:1][C:2]1[C:7]([F:8])=[C:6]([Cl:9])[N:5]=[C:4]([C:10]([O:12][CH3:13])=[O:11])[C:3]=1[Br:14]. (4) Given the reactants [C:1]([C:5]1[CH:9]=[C:8]([NH:10][C:11]([NH:13][C:14]2[CH:19]=[CH:18][C:17]([O:20][C:21]3[CH:26]=[CH:25][N:24]=[CH:23][CH:22]=3)=[CH:16][CH:15]=2)=[O:12])[N:7]([C:27]2[CH:32]=[CH:31][C:30]([CH2:33][C:34](O)=[O:35])=[CH:29][CH:28]=2)[N:6]=1)([CH3:4])([CH3:3])[CH3:2].B.S([O-])(OC)=O, predict the reaction product. The product is: [C:1]([C:5]1[CH:9]=[C:8]([NH:10][C:11]([NH:13][C:14]2[CH:15]=[CH:16][C:17]([O:20][C:21]3[CH:26]=[CH:25][N:24]=[CH:23][CH:22]=3)=[CH:18][CH:19]=2)=[O:12])[N:7]([C:27]2[CH:28]=[CH:29][C:30]([CH2:33][CH2:34][OH:35])=[CH:31][CH:32]=2)[N:6]=1)([CH3:4])([CH3:2])[CH3:3]. (5) Given the reactants [NH2:1][C:2]1[C:17]([F:18])=[CH:16][C:5]2[O:6][C:7]([F:15])([F:14])[C:8](=[O:13])[N:9]([CH2:10][C:11]#[CH:12])[C:4]=2[CH:3]=1.[O:19]=[C:20](Cl)OC(Cl)(Cl)Cl, predict the reaction product. The product is: [F:15][C:7]1([F:14])[O:6][C:5]2[CH:16]=[C:17]([F:18])[C:2]([N:1]=[C:20]=[O:19])=[CH:3][C:4]=2[N:9]([CH2:10][C:11]#[CH:12])[C:8]1=[O:13]. (6) Given the reactants [CH3:1][C@@:2]12[C:8]([CH3:10])([CH3:9])[C@@H:5]([CH2:6][CH2:7]1)[C:4](=O)[C:3]2=O.COP([CH2:19][C:20]([C:22]1[CH:27]=[C:26]([F:28])[CH:25]=[CH:24][C:23]=1[O:29][CH3:30])=O)(=O)OC.O.[NH2:32][NH2:33], predict the reaction product. The product is: [F:28][C:26]1[CH:25]=[CH:24][C:23]([O:29][CH3:30])=[C:22]([C:20]2[CH:19]=[C:4]3[C:3]([C@:2]4([CH3:1])[C:8]([CH3:10])([CH3:9])[C@H:5]3[CH2:6][CH2:7]4)=[N:33][N:32]=2)[CH:27]=1.